Dataset: Forward reaction prediction with 1.9M reactions from USPTO patents (1976-2016). Task: Predict the product of the given reaction. (1) Given the reactants [Br:1][CH2:2][C:3]([C:5]1[S:9][C:8]2[CH:10]=[CH:11][CH:12]=[C:13]([Cl:14])[C:7]=2[CH:6]=1)=O.[NH:15]1[CH2:19][CH2:18][NH:17][C:16]1=[S:20].C(O)(=O)C, predict the reaction product. The product is: [BrH:1].[Cl:14][C:13]1[C:7]2[CH:6]=[C:5]([C:3]3[N:17]4[CH2:18][CH2:19][N:15]=[C:16]4[S:20][CH:2]=3)[S:9][C:8]=2[CH:10]=[CH:11][CH:12]=1. (2) The product is: [NH2:1][CH2:4][C:5]1[N:6]=[CH:7][N:8]([C:10]2[CH:11]=[CH:12][C:13]([N:16]3[CH:21]=[CH:20][CH:19]=[CH:18][C:17]3=[O:22])=[CH:14][CH:15]=2)[CH:9]=1. Given the reactants [N:1]([CH2:4][C:5]1[N:6]=[CH:7][N:8]([C:10]2[CH:15]=[CH:14][C:13]([N:16]3[CH:21]=[CH:20][CH:19]=[CH:18][C:17]3=[O:22])=[CH:12][CH:11]=2)[CH:9]=1)=[N+]=[N-].Cl[Sn]Cl, predict the reaction product. (3) Given the reactants [C:1]([C:4]1[CH:11]=[CH:10][C:7]([C:8]#[N:9])=[CH:6][CH:5]=1)(=O)[CH3:2].[CH3:12][NH2:13].[BH4-].[Na+].[OH-].[NH4+], predict the reaction product. The product is: [CH3:12][NH:13][CH:1]([C:4]1[CH:11]=[CH:10][C:7]([C:8]#[N:9])=[CH:6][CH:5]=1)[CH3:2]. (4) Given the reactants Cl[S:2]([C:5]1[S:6][C:7]([CH2:10][O:11][CH2:12][C:13]2[CH:18]=[CH:17][CH:16]=[CH:15][CH:14]=2)=[CH:8][CH:9]=1)(=[O:4])=[O:3].[NH2:19][C:20]1[O:24][N:23]=[C:22]([CH3:25])[C:21]=1[Br:26], predict the reaction product. The product is: [Br:26][C:21]1[C:22]([CH3:25])=[N:23][O:24][C:20]=1[NH:19][S:2]([C:5]1[S:6][C:7]([CH2:10][O:11][CH2:12][C:13]2[CH:18]=[CH:17][CH:16]=[CH:15][CH:14]=2)=[CH:8][CH:9]=1)(=[O:4])=[O:3]. (5) The product is: [CH3:1][NH:2][C:3](=[O:25])[CH:4]([N:12]1[C:18](=[O:19])[CH:17]([NH:20][C:28](=[O:29])[CH:27]([Br:26])[CH2:31][CH2:32][CH2:33][CH2:34][N:35]2[C:39](=[O:40])[C:38]3=[CH:41][CH:42]=[CH:43][CH:44]=[C:37]3[C:36]2=[O:45])[CH2:16][C:15]2[CH:21]=[CH:22][CH:23]=[CH:24][C:14]=2[CH2:13]1)[CH2:5][C:6]1[CH:7]=[CH:8][CH:9]=[CH:10][CH:11]=1. Given the reactants [CH3:1][NH:2][C:3](=[O:25])[CH:4]([N:12]1[C:18](=[O:19])[CH:17]([NH2:20])[CH2:16][C:15]2[CH:21]=[CH:22][CH:23]=[CH:24][C:14]=2[CH2:13]1)[CH2:5][C:6]1[CH:11]=[CH:10][CH:9]=[CH:8][CH:7]=1.[Br:26][CH:27]([CH2:31][CH2:32][CH2:33][CH2:34][N:35]1[C:39](=[O:40])[C:38]2=[CH:41][CH:42]=[CH:43][CH:44]=[C:37]2[C:36]1=[O:45])[C:28](O)=[O:29], predict the reaction product. (6) Given the reactants [CH:1]([O:4][C:5]([N:7]1[CH2:12][CH2:11][CH:10]([O:13][C:14]2[N:19]=[CH:18][N:17]=[C:16]3[N:20]([C:23]4[CH:28]=[CH:27][C:26](I)=[CH:25][C:24]=4[F:30])[N:21]=[CH:22][C:15]=23)[CH2:9][CH2:8]1)=[O:6])([CH3:3])[CH3:2].[CH:31]([NH2:34])([CH3:33])[CH3:32].N1CCC[C@H]1C(O)=O.C(=O)([O-])[O-].[K+].[K+], predict the reaction product. The product is: [CH:1]([O:4][C:5]([N:7]1[CH2:12][CH2:11][CH:10]([O:13][C:14]2[N:19]=[CH:18][N:17]=[C:16]3[N:20]([C:23]4[CH:28]=[CH:27][C:26]([NH:34][CH:31]([CH3:33])[CH3:32])=[CH:25][C:24]=4[F:30])[N:21]=[CH:22][C:15]=23)[CH2:9][CH2:8]1)=[O:6])([CH3:3])[CH3:2]. (7) Given the reactants [CH:1]([S:3]([N:6]1[CH2:11][CH2:10][N:9]([C:12]2[CH:17]=[C:16]([C:18]3[N:22]([CH3:23])[C:21]4[CH:24]=[CH:25][CH:26]=[CH:27][C:20]=4[N:19]=3)[C:15]([F:28])=[CH:14][N:13]=2)[CH2:8][CH2:7]1)(=[O:5])=[O:4])=[CH2:2].[OH-:29].[Na+].C(Cl)Cl.[CH3:34]O, predict the reaction product. The product is: [F:28][C:15]1[C:16]([C:18]2[N:22]([CH3:23])[C:21]3[CH:24]=[CH:25][CH:26]=[CH:27][C:20]=3[N:19]=2)=[CH:17][C:12]([N:9]2[CH2:10][CH2:11][N:6]([S:3]([CH2:1][CH2:2][O:29][CH3:34])(=[O:5])=[O:4])[CH2:7][CH2:8]2)=[N:13][CH:14]=1. (8) Given the reactants [C:1]1([C:7]2[C:8]([C:12]#[N:13])=[CH:9][NH:10][CH:11]=2)[CH:6]=[CH:5][CH:4]=[CH:3][CH:2]=1.[CH2:14]([O:16][C:17](=[O:29])[C:18]1[CH:23]=[C:22](Br)[CH:21]=[CH:20][C:19]=1[O:25][CH2:26][O:27][CH3:28])[CH3:15].C(=O)([O-])[O-].[Cs+].[Cs+], predict the reaction product. The product is: [CH2:14]([O:16][C:17](=[O:29])[C:18]1[CH:23]=[C:22]([N:10]2[CH:11]=[C:7]([C:1]3[CH:2]=[CH:3][CH:4]=[CH:5][CH:6]=3)[C:8]([C:12]#[N:13])=[CH:9]2)[CH:21]=[CH:20][C:19]=1[O:25][CH2:26][O:27][CH3:28])[CH3:15]. (9) Given the reactants CO[C:3](=[O:15])[NH:4][S:5]([C:8]1[CH:13]=[CH:12][C:11]([Cl:14])=[CH:10][CH:9]=1)(=[O:7])=[O:6].N1C=CC=CC=1.[Cl:22][C:23]1[CH:28]=[CH:27][C:26]([C:29]2[CH:33]([C:34]3[CH:39]=[CH:38][CH:37]=[CH:36][CH:35]=3)[CH2:32][NH:31][N:30]=2)=[CH:25][CH:24]=1, predict the reaction product. The product is: [Cl:22][C:23]1[CH:24]=[CH:25][C:26]([C:29]2[CH:33]([C:34]3[CH:35]=[CH:36][CH:37]=[CH:38][CH:39]=3)[CH2:32][N:31]([C:3]([NH:4][S:5]([C:8]3[CH:9]=[CH:10][C:11]([Cl:14])=[CH:12][CH:13]=3)(=[O:6])=[O:7])=[O:15])[N:30]=2)=[CH:27][CH:28]=1.